Dataset: Forward reaction prediction with 1.9M reactions from USPTO patents (1976-2016). Task: Predict the product of the given reaction. (1) Given the reactants [CH2:1]([O:8][C:9]1[CH:15]=[CH:14][C:12]([NH2:13])=[CH:11][C:10]=1[F:16])[C:2]1[CH:7]=[CH:6][CH:5]=[CH:4][CH:3]=1.C(O)(=O)C.[CH2:21](OC(OCC)OCC)C.[N-:31]=[N+:32]=[N-:33].[Na+], predict the reaction product. The product is: [CH2:1]([O:8][C:9]1[CH:15]=[CH:14][C:12]([N:13]2[CH:21]=[N:33][N:32]=[N:31]2)=[CH:11][C:10]=1[F:16])[C:2]1[CH:3]=[CH:4][CH:5]=[CH:6][CH:7]=1. (2) Given the reactants [N:1]1[C:10]2[C:5](=[CH:6][C:7]([CH2:11][NH2:12])=[CH:8][CH:9]=2)[CH:4]=[N:3][CH:2]=1.Br[C:14]1[C:15]([NH2:21])=[N:16][CH:17]=[C:18]([Br:20])[N:19]=1.C(N(C(C)C)CC)(C)C, predict the reaction product. The product is: [Br:20][C:18]1[N:19]=[C:14]([NH:12][CH2:11][C:7]2[CH:6]=[C:5]3[C:10](=[CH:9][CH:8]=2)[N:1]=[CH:2][N:3]=[CH:4]3)[C:15]([NH2:21])=[N:16][CH:17]=1.